From a dataset of Forward reaction prediction with 1.9M reactions from USPTO patents (1976-2016). Predict the product of the given reaction. (1) Given the reactants [NH2:1][C:2]1[N:7]=[C:6]([Cl:8])[C:5]([CH:9]=[O:10])=[C:4](Cl)[N:3]=1.[CH3:12][O:13][C:14]1[C:19]([CH3:20])=[CH:18][N:17]=[C:16]([CH2:21][NH:22][CH2:23][CH2:24][C:25]([O:27][CH3:28])=[O:26])[C:15]=1[CH3:29].C(N(CC)CC)C, predict the reaction product. The product is: [NH2:1][C:2]1[N:3]=[C:4]([N:22]([CH2:21][C:16]2[C:15]([CH3:29])=[C:14]([O:13][CH3:12])[C:19]([CH3:20])=[CH:18][N:17]=2)[CH2:23][CH2:24][C:25]([O:27][CH3:28])=[O:26])[C:5]([CH:9]=[O:10])=[C:6]([Cl:8])[N:7]=1. (2) Given the reactants Cl[C:2]1[C:3]([C:16]2[CH:21]=[CH:20][C:19]([F:22])=[CH:18][CH:17]=2)=[N:4][C:5]2[C:10]([N:11]=1)=[CH:9][C:8]([C:12]([O:14][CH3:15])=[O:13])=[CH:7][CH:6]=2.[NH:23]1[CH2:28][CH2:27][CH2:26][CH2:25][CH2:24]1.[CH2:29](O)[CH2:30][CH2:31]C, predict the reaction product. The product is: [F:22][C:19]1[CH:20]=[CH:21][C:16]([C:3]2[C:2]([N:23]3[CH2:28][CH2:27][CH2:26][CH2:25][CH2:24]3)=[N:11][C:10]3[C:5](=[CH:6][CH:7]=[C:8]([C:12]([O:14][CH2:15][CH2:29][CH2:30][CH3:31])=[O:13])[CH:9]=3)[N:4]=2)=[CH:17][CH:18]=1. (3) Given the reactants [F:1][C:2]([F:19])([F:18])[O:3][C:4]1[CH:9]=[CH:8][C:7]([C:10]2[CH:15]=[C:14]([C:16]#[N:17])[CH:13]=[CH:12][N:11]=2)=[CH:6][CH:5]=1.[H-].[H-].[H-].[H-].[Li+].[Al+3], predict the reaction product. The product is: [F:19][C:2]([F:1])([F:18])[O:3][C:4]1[CH:5]=[CH:6][C:7]([C:10]2[CH:15]=[C:14]([CH2:16][NH2:17])[CH:13]=[CH:12][N:11]=2)=[CH:8][CH:9]=1. (4) Given the reactants [CH:1]1([NH:7][C:8]2[C:13]([C:14]3[CH2:18][C:17]4([CH2:23][CH2:22][CH:21]([C:24]([O-:26])=[O:25])[CH2:20][CH2:19]4)[O:16][N:15]=3)=[CH:12][N:11]=[C:10]3[N:27]([CH2:30][CH3:31])[N:28]=[CH:29][C:9]=23)[CH2:6][CH2:5][CH2:4][CH2:3][CH2:2]1.[OH-].[Li+], predict the reaction product. The product is: [CH:1]1([NH:7][C:8]2[C:13]([C:14]3[CH2:18][C:17]4([CH2:19][CH2:20][CH:21]([C:24]([OH:26])=[O:25])[CH2:22][CH2:23]4)[O:16][N:15]=3)=[CH:12][N:11]=[C:10]3[N:27]([CH2:30][CH3:31])[N:28]=[CH:29][C:9]=23)[CH2:2][CH2:3][CH2:4][CH2:5][CH2:6]1. (5) Given the reactants Cl.[NH2:2][CH:3]([C:15]1[CH:20]=[CH:19][C:18]([C:21]2[CH:26]=[CH:25][CH:24]=[CH:23][CH:22]=2)=[CH:17][CH:16]=1)[C:4]([NH:6][CH2:7][C:8]1[CH:13]=[CH:12][CH:11]=[C:10]([CH3:14])[CH:9]=1)=[O:5].[CH2:27]([O:29][C:30]([CH2:32][C@@H:33]([CH2:37][CH2:38][CH2:39][CH3:40])[C:34](O)=[O:35])=[O:31])[CH3:28].C(Cl)CCl.C1C=CC2N(O)N=NC=2C=1.CN1CCOCC1, predict the reaction product. The product is: [CH3:14][C:10]1[CH:9]=[C:8]([CH2:7][NH:6][C:4]([CH:3]([C:15]2[CH:16]=[CH:17][C:18]([C:21]3[CH:26]=[CH:25][CH:24]=[CH:23][CH:22]=3)=[CH:19][CH:20]=2)[NH:2][C:34]([C@H:33]([CH2:37][CH2:38][CH2:39][CH3:40])[CH2:32][C:30]([O:29][CH2:27][CH3:28])=[O:31])=[O:35])=[O:5])[CH:13]=[CH:12][CH:11]=1. (6) The product is: [CH3:23][Si:24]([C:27]#[C:28][C:33]1[C:15]2[C:14](=[C:13]3[CH2:18][CH2:19][CH2:20][N:21]4[CH2:22][CH2:9][CH2:10][C:11]([CH:16]=2)=[C:12]34)[O:17][C:31](=[O:30])[CH:32]=1)([CH3:26])[CH3:25]. Given the reactants [O-]S(C(F)(F)F)(=O)=O.[CH2:9]1[CH2:22][N:21]2[C:12]3[C:13]([CH2:18][CH2:19][CH2:20]2)=[C:14]([OH:17])[CH:15]=[CH:16][C:11]=3[CH2:10]1.[CH3:23][Si:24]([C:27]#[CH:28])([CH3:26])[CH3:25].C[O:30][C:31]1C=C2C(C=C(C#C[Si](C)(C)C)C(=O)O2)=[CH:33][CH:32]=1, predict the reaction product. (7) The product is: [I:43][C:40]1[CH:39]=[CH:38][C:37]([CH:26]2[C:25]([C:21]3[CH:22]=[CH:23][CH:24]=[C:19]([O:18][CH:17]4[CH2:16][CH2:15][CH2:14][CH2:13][O:8]4)[CH:20]=3)=[C:34]([CH3:35])[C:33]3[C:28](=[CH:29][CH:30]=[C:31]([O:36][CH:49]4[CH2:48][CH2:47][CH2:46][CH2:45][O:44]4)[CH:32]=3)[O:27]2)=[CH:42][CH:41]=1. Given the reactants [C:15]1(C)[CH:16]=[CH:17]C(S([O-])(=[O:8])=[O:8])=[CH:13][CH:14]=1.[NH+]1[CH:17]=[CH:16][CH:15]=[CH:14][CH:13]=1.[OH:18][C:19]1[CH:20]=[C:21]([C:25]2[CH:26]([C:37]3[CH:42]=[CH:41][C:40]([I:43])=[CH:39][CH:38]=3)[O:27][C:28]3[C:33]([C:34]=2[CH3:35])=[CH:32][C:31]([OH:36])=[CH:30][CH:29]=3)[CH:22]=[CH:23][CH:24]=1.[O:44]1[CH:49]=[CH:48][CH2:47][CH2:46][CH2:45]1, predict the reaction product. (8) Given the reactants CI.[Br:3][C:4]1[CH:9]=[CH:8][C:7]([NH:10][S:11]([CH3:14])(=[O:13])=[O:12])=[C:6]([CH2:15][CH3:16])[CH:5]=1.[C:17](=O)([O-])[O-].[K+].[K+], predict the reaction product. The product is: [Br:3][C:4]1[CH:9]=[CH:8][C:7]([N:10]([CH3:17])[S:11]([CH3:14])(=[O:13])=[O:12])=[C:6]([CH2:15][CH3:16])[CH:5]=1. (9) Given the reactants Cl[C:2]1[N:7]=[N:6][C:5]([NH2:8])=[CH:4][C:3]=1[CH:9]1[CH2:14][CH2:13][CH2:12][CH2:11][CH2:10]1.[IH:15].O.C([O-])([O-])=O.[Na+].[Na+], predict the reaction product. The product is: [CH:9]1([C:3]2[CH:4]=[C:5]([NH2:8])[N:6]=[N:7][C:2]=2[I:15])[CH2:14][CH2:13][CH2:12][CH2:11][CH2:10]1. (10) Given the reactants [C:1]([O:5][C:6]([N:8]1[CH2:13][CH2:12][N:11]([C:14]2[C:19]([Cl:20])=[CH:18][C:17]([C:21]([NH:23][CH2:24][CH:25]([OH:27])[CH3:26])=O)=[CH:16][N:15]=2)[CH2:10][CH2:9]1)=[O:7])([CH3:4])([CH3:3])[CH3:2].CCN(C(C)C)C(C)C.CS(Cl)(=O)=O, predict the reaction product. The product is: [Cl:20][C:19]1[C:14]([N:11]2[CH2:10][CH2:9][N:8]([C:6]([O:5][C:1]([CH3:4])([CH3:3])[CH3:2])=[O:7])[CH2:13][CH2:12]2)=[N:15][CH:16]=[C:17]([C:21]2[O:27][CH:25]([CH3:26])[CH2:24][N:23]=2)[CH:18]=1.